From a dataset of CYP2C9 inhibition data for predicting drug metabolism from PubChem BioAssay. Regression/Classification. Given a drug SMILES string, predict its absorption, distribution, metabolism, or excretion properties. Task type varies by dataset: regression for continuous measurements (e.g., permeability, clearance, half-life) or binary classification for categorical outcomes (e.g., BBB penetration, CYP inhibition). Dataset: cyp2c9_veith. (1) The compound is O=S(=O)(c1ccc(Cl)cc1)n1nnc2ccccc21. The result is 0 (non-inhibitor). (2) The compound is Cc1cccc(-n2nnc3cnn(C)c3c2=O)c1. The result is 0 (non-inhibitor). (3) The molecule is CN[C@]1(C)[C@H]2CC[C@@H](C2)C1(C)C. The result is 0 (non-inhibitor). (4) The drug is COC(=O)c1ccccc1NC(=O)c1cc2nc(C3CC3)cc(C(F)(F)F)n2n1. The result is 1 (inhibitor).